Dataset: Catalyst prediction with 721,799 reactions and 888 catalyst types from USPTO. Task: Predict which catalyst facilitates the given reaction. (1) Reactant: [CH2:1]([O:8][C:9]1[CH:14]=[C:13]([C@@:15]2([OH:51])[CH2:20][CH2:19][N:18]([C:21]([O:23][C:24]([CH3:27])([CH3:26])[CH3:25])=[O:22])[CH2:17][C@@H:16]2[C:28]([N:30]([CH:48]2[CH2:50][CH2:49]2)[CH2:31][C:32]2[CH:37]=[C:36]([CH2:38][CH2:39][CH2:40][O:41][CH3:42])[CH:35]=[C:34]([O:43][CH2:44][CH2:45][O:46][CH3:47])[CH:33]=2)=[O:29])[CH:12]=[CH:11][N:10]=1)[C:2]1[CH:7]=[CH:6][CH:5]=[CH:4][CH:3]=1.[CH3:52]I.[H-].[Na+]. Product: [CH2:1]([O:8][C:9]1[CH:14]=[C:13]([C@@:15]2([O:51][CH3:52])[CH2:20][CH2:19][N:18]([C:21]([O:23][C:24]([CH3:27])([CH3:26])[CH3:25])=[O:22])[CH2:17][C@@H:16]2[C:28]([N:30]([CH:48]2[CH2:50][CH2:49]2)[CH2:31][C:32]2[CH:37]=[C:36]([CH2:38][CH2:39][CH2:40][O:41][CH3:42])[CH:35]=[C:34]([O:43][CH2:44][CH2:45][O:46][CH3:47])[CH:33]=2)=[O:29])[CH:12]=[CH:11][N:10]=1)[C:2]1[CH:3]=[CH:4][CH:5]=[CH:6][CH:7]=1. The catalyst class is: 31. (2) Reactant: Br[C:2]1[CH:9]=[CH:8][C:5]([CH:6]=[O:7])=[CH:4][CH:3]=1.C(N(CC)CC)C.[C:17]([Si:19]([CH3:22])([CH3:21])[CH3:20])#[CH:18]. Product: [CH3:20][Si:19]([C:17]#[C:18][C:2]1[CH:9]=[CH:8][C:5]([CH:6]=[O:7])=[CH:4][CH:3]=1)([CH3:22])[CH3:21]. The catalyst class is: 356. (3) Reactant: [CH2:1]1[C:3]2([CH2:7][CH2:6][CH2:5][N:4]2C(OC(C)(C)C)=O)[CH2:2]1.[C:15]([OH:21])([C:17]([F:20])([F:19])[F:18])=[O:16]. Product: [F:18][C:17]([F:20])([F:19])[C:15]([OH:21])=[O:16].[CH2:2]1[C:3]2([CH2:7][CH2:6][CH2:5][NH:4]2)[CH2:1]1. The catalyst class is: 2. (4) Reactant: C(N(CCC)[C:5]1[CH:10]=[CH:9][C:8]([NH:11][C:12](=[O:27])[C:13]2[CH:18]=[CH:17][C:16]([CH2:19][NH:20][CH2:21][C:22]3[NH:23][CH:24]=[CH:25][N:26]=3)=[CH:15][CH:14]=2)=[CH:7][CH:6]=1)CC.[N:31]1[CH:36]=[CH:35][C:34]([CH:37]=O)=[CH:33][CH:32]=1.[C:39]([BH3-])#[N:40].[Na+].C(=O)(O)[O-].[Na+]. Product: [CH2:6]([N:40]([CH2:39][C:5]1[CH:6]=[CH:7][C:8]([NH:11][C:12](=[O:27])[C:13]2[CH:14]=[CH:15][C:16]([CH2:19][N:20]([CH2:21][C:22]3[NH:23][CH:24]=[CH:25][N:26]=3)[CH2:37][C:34]3[CH:35]=[CH:36][N:31]=[CH:32][CH:33]=3)=[CH:17][CH:18]=2)=[CH:9][CH:10]=1)[CH2:7][CH2:8][CH3:9])[CH2:5][CH3:10]. The catalyst class is: 130. (5) The catalyst class is: 213. Reactant: Br[C:2]1[CH:3]=[C:4]2[C:9](=[CH:10][CH:11]=1)[N:8]=[C:7]([O:12][C@H:13]1[CH2:18][CH2:17][C@H:16]([C:19]([CH3:22])([CH3:21])[CH3:20])[CH2:15][CH2:14]1)[CH:6]=[CH:5]2.C([Li])CCC.CCCCCC.Cl.[C:35](=O)(O)[O-:36].[Na+]. Product: [C:19]([C@H:16]1[CH2:17][CH2:18][C@H:13]([O:12][C:7]2[CH:6]=[CH:5][C:4]3[C:9](=[CH:10][CH:11]=[C:2]([CH:35]=[O:36])[CH:3]=3)[N:8]=2)[CH2:14][CH2:15]1)([CH3:22])([CH3:21])[CH3:20]. (6) Reactant: [Br:1]Br.C1(P(C2C=CC=CC=2)C2C=CC=CC=2)C=CC=CC=1.[C:22]1([C@H:28](O)[CH3:29])[CH:27]=[CH:26][CH:25]=[CH:24][CH:23]=1. Product: [Br:1][C@H:28]([C:22]1[CH:27]=[CH:26][CH:25]=[CH:24][CH:23]=1)[CH3:29]. The catalyst class is: 10. (7) Reactant: [CH2:1]1[CH2:11][C:9](=O)[C:8]2[C:3](=[CH:4][CH:5]=[CH:6][CH:7]=2)[CH2:2]1.Cl.[NH2:13][OH:14].O.C(=O)([O-])[O-].[Na+].[Na+]. Product: [C:9]1(=[N:13]/[OH:14])\[CH2:11][CH2:1][CH2:2][C:3]2[C:8]\1=[CH:7][CH:6]=[CH:5][CH:4]=2. The catalyst class is: 5. (8) Reactant: ClC(OCC(C)C)=O.CN1CCOCC1.[CH3:16][CH:17]([CH3:23])[C:18]#[C:19][C:20](O)=[O:21].[CH2:24]([NH2:36])[CH2:25][C:26]1[CH:35]=[CH:34][C:31]([O:32][CH3:33])=[C:28]([O:29][CH3:30])[CH:27]=1. Product: [CH3:30][O:29][C:28]1[CH:27]=[C:26]([CH2:25][CH2:24][NH:36][C:20](=[O:21])[C:19]#[C:18][CH:17]([CH3:23])[CH3:16])[CH:35]=[CH:34][C:31]=1[O:32][CH3:33]. The catalyst class is: 7. (9) Reactant: Cl.[F:2][C:3]([F:20])([F:19])[C:4]([N:6]1[CH2:12][CH2:11][C:10]2[CH:13]=[CH:14][C:15]([CH2:17][NH2:18])=[CH:16][C:9]=2[CH2:8][CH2:7]1)=[O:5].[CH3:35][C:32]([O:31][C:29](O[C:29]([O:31][C:32]([CH3:35])(C)C)=[O:30])=[O:30])(C)C.[OH-].[Na+].[CH3:38][CH2:39]CCCC. Product: [F:20][C:3]([F:2])([F:19])[C:4]([N:6]1[CH2:12][CH2:11][C:10]2[CH:13]=[CH:14][C:15]([CH2:17][NH:18][C:29](=[O:30])[O:31][CH2:32][CH2:35][CH2:38][CH3:39])=[CH:16][C:9]=2[CH2:8][CH2:7]1)=[O:5]. The catalyst class is: 20.